This data is from Orexin1 receptor HTS with 218,158 compounds and 233 confirmed actives. The task is: Binary Classification. Given a drug SMILES string, predict its activity (active/inactive) in a high-throughput screening assay against a specified biological target. (1) The compound is Brc1c(n(nc1[N+]([O-])=O)CC(=O)Nc1sc2CC(CCc2c1C(OCC)=O)C)C. The result is 0 (inactive). (2) The drug is O(c1ccc(C2N(CCc3n(c4c(c23)C(N(CC4)C)c2ccc(OC)cc2)C)C)cc1)C. The result is 0 (inactive). (3) The drug is Brc1c(oc(/C=N\NC(=O)CN(S(=O)(=O)c2ccc(NC(=O)C)cc2)c2ccc(OC)cc2)c1)C. The result is 0 (inactive). (4) The molecule is O=C1N(C(c2c1[nH]nc2c1ccccc1)c1ccc(OC)cc1)c1ccc(cc1)C(O)=O. The result is 0 (inactive). (5) The drug is s1c(C(N2CCOCC2)CNC(=O)COc2cc(ccc2)C)ccc1. The result is 0 (inactive). (6) The compound is O=C(N1CC(N2CCN(CC2)c2c(cccc2)C)CCC1)CCN1CCCCC1=O. The result is 0 (inactive). (7) The molecule is O(c1ccc(C2CCC(=O)NC2=O)cc1)C(C)C. The result is 0 (inactive). (8) The compound is O(C(=O)C=1C(C(=CN(C1)CCOC)C(OC)=O)c1ccc(OCCC)cc1)C. The result is 0 (inactive). (9) The result is 0 (inactive). The compound is S1(=O)(=O)c2c(C(=O)c3c1cccc3)ccc(c2)C(=O)Nc1ncccc1. (10) The compound is O1C(CN(Cc2c(nn(c2)C)c2ccc(Oc3ccccc3)cc2)C)COCC1. The result is 0 (inactive).